Dataset: Forward reaction prediction with 1.9M reactions from USPTO patents (1976-2016). Task: Predict the product of the given reaction. Given the reactants [N:1]1[C:10]2[C:5](=[CH:6][CH:7]=[C:8]([OH:11])[CH:9]=2)[CH:4]=[CH:3][CH:2]=1.CN(C)C=O.N1C=CN=C1.[Si:22](Cl)([C:25]([CH3:28])([CH3:27])[CH3:26])([CH3:24])[CH3:23], predict the reaction product. The product is: [Si:22]([O:11][C:8]1[CH:9]=[C:10]2[C:5]([CH:4]=[CH:3][CH:2]=[N:1]2)=[CH:6][CH:7]=1)([C:25]([CH3:28])([CH3:27])[CH3:26])([CH3:24])[CH3:23].